Dataset: NCI-60 drug combinations with 297,098 pairs across 59 cell lines. Task: Regression. Given two drug SMILES strings and cell line genomic features, predict the synergy score measuring deviation from expected non-interaction effect. (1) Synergy scores: CSS=0.0800, Synergy_ZIP=-1.76, Synergy_Bliss=-6.24, Synergy_Loewe=-14.9, Synergy_HSA=-7.97. Cell line: NCIH23. Drug 2: C(CN)CNCCSP(=O)(O)O. Drug 1: COC1=NC(=NC2=C1N=CN2C3C(C(C(O3)CO)O)O)N. (2) Drug 1: CC(C)NC(=O)C1=CC=C(C=C1)CNNC.Cl. Drug 2: N.N.Cl[Pt+2]Cl. Cell line: SF-295. Synergy scores: CSS=36.8, Synergy_ZIP=-1.83, Synergy_Bliss=0.518, Synergy_Loewe=-22.9, Synergy_HSA=0.594. (3) Drug 1: COC1=CC(=CC(=C1O)OC)C2C3C(COC3=O)C(C4=CC5=C(C=C24)OCO5)OC6C(C(C7C(O6)COC(O7)C8=CC=CS8)O)O. Drug 2: CN(C(=O)NC(C=O)C(C(C(CO)O)O)O)N=O. Cell line: NCI-H322M. Synergy scores: CSS=5.03, Synergy_ZIP=0.213, Synergy_Bliss=-0.0406, Synergy_Loewe=-6.44, Synergy_HSA=0.152. (4) Drug 1: CC(C1=C(C=CC(=C1Cl)F)Cl)OC2=C(N=CC(=C2)C3=CN(N=C3)C4CCNCC4)N. Drug 2: CN1C2=C(C=C(C=C2)N(CCCl)CCCl)N=C1CCCC(=O)O.Cl. Cell line: PC-3. Synergy scores: CSS=4.18, Synergy_ZIP=-1.78, Synergy_Bliss=-1.71, Synergy_Loewe=-8.39, Synergy_HSA=-1.68. (5) Drug 1: C1C(C(OC1N2C=C(C(=O)NC2=O)F)CO)O. Cell line: HT29. Drug 2: CC1C(C(CC(O1)OC2CC(CC3=C2C(=C4C(=C3O)C(=O)C5=C(C4=O)C(=CC=C5)OC)O)(C(=O)CO)O)N)O.Cl. Synergy scores: CSS=33.8, Synergy_ZIP=-7.06, Synergy_Bliss=-4.67, Synergy_Loewe=-2.27, Synergy_HSA=-0.00882.